Dataset: Reaction yield outcomes from USPTO patents with 853,638 reactions. Task: Predict the reaction yield, written as a fraction of the theoretical maximum amount of product (1.0 means a 100% yield; for example, 0.34 means a 34% yield). (1) The yield is 0.260. The catalyst is CN(C=O)C.[Cu]I. The reactants are Cl[C:2]1[N:3]=[C:4]([OH:12])[C:5]2[CH:11]=[CH:10][N:9]=[CH:8][C:6]=2[N:7]=1.[C:13]1([OH:19])[CH:18]=[CH:17][CH:16]=[CH:15][CH:14]=1.C([O-])([O-])=O.[Cs+].[Cs+]. The product is [O:19]([C:2]1[N:3]=[C:4]([OH:12])[C:5]2[CH:11]=[CH:10][N:9]=[CH:8][C:6]=2[N:7]=1)[C:13]1[CH:18]=[CH:17][CH:16]=[CH:15][CH:14]=1. (2) The reactants are [C:1]([O:5][C@H:6]([C@H:8]1[CH2:12][O:11][C:10](=[O:13])[N:9]1[C:14]1[CH:19]=[CH:18][N:17]=[C:16](Cl)[N:15]=1)[CH3:7])([CH3:4])([CH3:3])[CH3:2].CS(C)=O.Cl.[Cl:26][C:27]1[CH:32]=[CH:31][C:30]([C:33]2[S:34][C:35]([C@@H:38]([NH2:40])[CH3:39])=[CH:36][N:37]=2)=[CH:29][CH:28]=1.CCN(C(C)C)C(C)C. The catalyst is O.CCOC(C)=O.CCCCCCC. The product is [C:1]([O:5][C@H:6]([C@H:8]1[CH2:12][O:11][C:10](=[O:13])[N:9]1[C:14]1[CH:19]=[CH:18][N:17]=[C:16]([NH:40][C@H:38]([C:35]2[S:34][C:33]([C:30]3[CH:31]=[CH:32][C:27]([Cl:26])=[CH:28][CH:29]=3)=[N:37][CH:36]=2)[CH3:39])[N:15]=1)[CH3:7])([CH3:4])([CH3:3])[CH3:2]. The yield is 0.330.